From a dataset of Catalyst prediction with 721,799 reactions and 888 catalyst types from USPTO. Predict which catalyst facilitates the given reaction. (1) Reactant: [Cl:1][C:2]1[N:10]=[C:9]2[C:5]([CH:6]=[CH:7][NH:8]2)=[CH:4][CH:3]=1.[H-].[Na+].[C:13]1([S:19](Cl)(=[O:21])=[O:20])[CH:18]=[CH:17][CH:16]=[CH:15][CH:14]=1.C(OCC)(=O)C. Product: [C:13]1([S:19]([N:8]2[C:9]3=[N:10][C:2]([Cl:1])=[CH:3][CH:4]=[C:5]3[CH:6]=[CH:7]2)(=[O:21])=[O:20])[CH:18]=[CH:17][CH:16]=[CH:15][CH:14]=1. The catalyst class is: 1. (2) The catalyst class is: 180. Product: [CH3:1][N:2]([CH3:17])[C:3]1[CH:8]=[CH:7][C:6]([NH2:9])=[CH:5][C:4]=1[C:12]1[O:13][CH:14]=[CH:15][N:16]=1. Reactant: [CH3:1][N:2]([CH3:17])[C:3]1[CH:8]=[CH:7][C:6]([N+:9]([O-])=O)=[CH:5][C:4]=1[C:12]1[O:13][CH:14]=[CH:15][N:16]=1.[OH-].[Na+]. (3) Reactant: [NH2:1][C:2]1[S:3][CH:4]=[C:5]([C:7]2[C:12]([CH3:13])=[CH:11][C:10]([NH:14]C(=O)C)=[CH:9][C:8]=2[CH3:18])[N:6]=1.C([O-])([O-])=O.[Na+].[Na+]. Product: [NH2:14][C:10]1[CH:9]=[C:8]([CH3:18])[C:7]([C:5]2[N:6]=[C:2]([NH2:1])[S:3][CH:4]=2)=[C:12]([CH3:13])[CH:11]=1. The catalyst class is: 33. (4) Reactant: Br[CH2:2][CH2:3][CH:4]([C:9]1[S:10][C:11]2[CH:18]=[CH:17][C:16]([C:19]([F:22])([F:21])[F:20])=[CH:15][C:12]=2[C:13]=1[CH3:14])[CH2:5][CH2:6][CH2:7][CH3:8].[SH:23][C:24]1[CH:29]=[CH:28][C:27]([O:30][CH2:31][C:32]([O:34][CH2:35][CH3:36])=[O:33])=[C:26]([CH3:37])[CH:25]=1.C(=O)([O-])[O-].[K+].[K+]. Product: [CH3:37][C:26]1[CH:25]=[C:24]([S:23][CH2:2][CH2:3][CH:4]([C:9]2[S:10][C:11]3[CH:18]=[CH:17][C:16]([C:19]([F:22])([F:21])[F:20])=[CH:15][C:12]=3[C:13]=2[CH3:14])[CH2:5][CH2:6][CH2:7][CH3:8])[CH:29]=[CH:28][C:27]=1[O:30][CH2:31][C:32]([O:34][CH2:35][CH3:36])=[O:33]. The catalyst class is: 144. (5) Reactant: [Br:1][C:2]1[CH:3]=[CH:4][C:5]([OH:8])=[N:6][CH:7]=1.I[CH:10]([CH3:12])[CH3:11].C([O-])([O-])=O.[K+].[K+]. Product: [Br:1][C:2]1[CH:3]=[CH:4][C:5](=[O:8])[N:6]([CH:10]([CH3:12])[CH3:11])[CH:7]=1. The catalyst class is: 18. (6) Product: [CH3:25][CH2:24][CH2:23][CH:22]([O:21][CH:15]([CH2:1][CH3:2])[CH2:16][CH2:17][CH3:18])[CH2:28][CH3:27]. Reactant: [CH2:1](Cl)[CH2:2]Cl.C1C=CC2N(O)N=NC=2C=1.[CH2:15]([O:21][C:22]1[CH:28]=[CH:27][C:25](N)=[CH:24][CH:23]=1)[CH2:16][CH2:17][CH2:18]CC. The catalyst class is: 2. (7) Reactant: [O:1]1[C:6]2[CH:7]=[CH:8][C:9]([O:11][CH:12]3[CH2:17][CH2:16][NH:15][CH2:14][CH2:13]3)=[CH:10][C:5]=2[O:4][CH2:3][CH2:2]1.[H-].[Na+].C(OC([N:27]1[C:31]2=[N:32][CH:33]=[C:34]([C:36]#[N:37])[CH:35]=[C:30]2[C:29]([CH2:38][CH2:39][CH2:40][CH2:41]OS(C)(=O)=O)=[CH:28]1)=O)(C)(C)C. Product: [O:1]1[C:6]2[CH:7]=[CH:8][C:9]([O:11][CH:12]3[CH2:17][CH2:16][N:15]([CH2:41][CH2:40][CH2:39][CH2:38][C:29]4[C:30]5[C:31](=[N:32][CH:33]=[C:34]([C:36]#[N:37])[CH:35]=5)[NH:27][CH:28]=4)[CH2:14][CH2:13]3)=[CH:10][C:5]=2[O:4][CH2:3][CH2:2]1. The catalyst class is: 3. (8) Reactant: [F:1][C:2]([F:40])([F:39])[C:3]1[CH:4]=[C:5]([CH:32]=[C:33]([C:35]([F:38])([F:37])[F:36])[CH:34]=1)[CH2:6][N:7]([CH3:31])[C:8](=[O:30])[C:9]1[C:14]([C:15]2[CH:20]=[CH:19][CH:18]=[CH:17][C:16]=2[CH3:21])=[CH:13][C:12]([C:22]2[CH:27]=[CH:26][CH:25]=[CH:24][C:23]=2[O:28]C)=[N:11][CH:10]=1.B(Br)(Br)Br.Cl.[OH-].[Na+]. Product: [F:39][C:2]([F:1])([F:40])[C:3]1[CH:4]=[C:5]([CH:32]=[C:33]([C:35]([F:38])([F:37])[F:36])[CH:34]=1)[CH2:6][N:7]([CH3:31])[C:8](=[O:30])[C:9]1[C:14]([C:15]2[CH:20]=[CH:19][CH:18]=[CH:17][C:16]=2[CH3:21])=[CH:13][C:12]([C:22]2[CH:27]=[CH:26][CH:25]=[CH:24][C:23]=2[OH:28])=[N:11][CH:10]=1. The catalyst class is: 46.